The task is: Regression. Given a peptide amino acid sequence and an MHC pseudo amino acid sequence, predict their binding affinity value. This is MHC class II binding data.. This data is from Peptide-MHC class II binding affinity with 134,281 pairs from IEDB. The peptide sequence is TEKGMKNVFDDVVPE. The MHC is DRB1_0802 with pseudo-sequence DRB1_0802. The binding affinity (normalized) is 0.438.